Dataset: Forward reaction prediction with 1.9M reactions from USPTO patents (1976-2016). Task: Predict the product of the given reaction. (1) Given the reactants Br[C:2]1[CH:7]=[CH:6][C:5]([C@H:8]2[N:11]([C:12]3[CH:17]=[CH:16][CH:15]=[CH:14][CH:13]=3)[C:10](=[O:18])[C@@H:9]2[CH2:19][CH2:20][C@H:21]([O:29][Si:30]([C:33]([CH3:36])([CH3:35])[CH3:34])([CH3:32])[CH3:31])[C:22]2[CH:27]=[CH:26][C:25]([F:28])=[CH:24][CH:23]=2)=[C:4]([O:37][Si:38]([C:41]([CH3:44])([CH3:43])[CH3:42])([CH3:40])[CH3:39])[CH:3]=1.CC1(C)C(C)(C)OB([C:53]2[CH:54]=[C:55]([P:59](=[O:64])([O:62][CH3:63])[O:60][CH3:61])[CH:56]=[CH:57][CH:58]=2)O1.C(=O)([O-])[O-].[K+].[K+], predict the reaction product. The product is: [Si:38]([O:37][C:4]1[CH:3]=[C:2]([C:53]2[CH:58]=[CH:57][CH:56]=[C:55]([P:59](=[O:64])([O:62][CH3:63])[O:60][CH3:61])[CH:54]=2)[CH:7]=[CH:6][C:5]=1[C@@H:8]1[C@@H:9]([CH2:19][CH2:20][C@H:21]([O:29][Si:30]([C:33]([CH3:36])([CH3:35])[CH3:34])([CH3:32])[CH3:31])[C:22]2[CH:27]=[CH:26][C:25]([F:28])=[CH:24][CH:23]=2)[C:10](=[O:18])[N:11]1[C:12]1[CH:17]=[CH:16][CH:15]=[CH:14][CH:13]=1)([C:41]([CH3:44])([CH3:43])[CH3:42])([CH3:40])[CH3:39]. (2) Given the reactants C(OC(=O)[NH:7][C:8]1([C:12]([OH:15])([CH3:14])[CH3:13])[CH2:11][CH2:10][CH2:9]1)(C)(C)C.[F:17][C:18]([F:23])([F:22])[C:19]([OH:21])=[O:20], predict the reaction product. The product is: [F:17][C:18]([F:23])([F:22])[C:19]([OH:21])=[O:20].[NH2:7][C:8]1([C:12]([OH:15])([CH3:14])[CH3:13])[CH2:11][CH2:10][CH2:9]1. (3) Given the reactants CON(C)[C:4]([C:6]1[N:7]([CH3:31])[C:8]2[C:13]([N:14]=1)=[C:12]([N:15]1[CH2:20][CH2:19][CH:18]([N:21]3[C:25]4[CH:26]=[CH:27][CH:28]=[CH:29][C:24]=4[NH:23][C:22]3=[O:30])[CH2:17][CH2:16]1)[N:11]=[CH:10][N:9]=2)=[O:5].[CH3:33][Mg]Cl, predict the reaction product. The product is: [C:4]([C:6]1[N:7]([CH3:31])[C:8]2[C:13]([N:14]=1)=[C:12]([N:15]1[CH2:20][CH2:19][CH:18]([N:21]3[C:25]4[CH:26]=[CH:27][CH:28]=[CH:29][C:24]=4[NH:23][C:22]3=[O:30])[CH2:17][CH2:16]1)[N:11]=[CH:10][N:9]=2)(=[O:5])[CH3:33]. (4) Given the reactants [CH2:1]([C:3]1[CH:4]=[C:5]([CH2:11][C@@H:12]([NH:16][C:17]([N:19]2[CH2:24][CH2:23][CH:22]([N:25]3[CH2:31][CH2:30][C:29]4[CH:32]=[CH:33][CH:34]=[CH:35][C:28]=4[NH:27][C:26]3=[O:36])[CH2:21][CH2:20]2)=[O:18])[C:13](O)=[O:14])[CH:6]=[CH:7][C:8]=1[CH2:9][CH3:10])[CH3:2].[CH3:37][N:38]([CH3:51])[CH2:39][C:40]1[CH:50]=[CH:49][C:43]2[CH2:44][CH2:45][NH:46][CH2:47][CH2:48][C:42]=2[CH:41]=1, predict the reaction product. The product is: [CH2:1]([C:3]1[CH:4]=[C:5]([CH:6]=[CH:7][C:8]=1[CH2:9][CH3:10])[CH2:11][C@@H:12]([NH:16][C:17]([N:19]1[CH2:20][CH2:21][CH:22]([N:25]2[CH2:31][CH2:30][C:29]3[CH:32]=[CH:33][CH:34]=[CH:35][C:28]=3[NH:27][C:26]2=[O:36])[CH2:23][CH2:24]1)=[O:18])[C:13]([N:46]1[CH2:45][CH2:44][C:43]2[CH:49]=[CH:50][C:40]([CH2:39][N:38]([CH3:51])[CH3:37])=[CH:41][C:42]=2[CH2:48][CH2:47]1)=[O:14])[CH3:2]. (5) The product is: [ClH:1].[ClH:1].[Cl:1][C:2]1[CH:3]=[CH:4][C:5]([S:8]([N:11]2[C:19]3[C:14](=[CH:15][CH:16]=[CH:17][CH:18]=3)[C:13](/[CH:20]=[C:21]3\[O:22][C:23]4[C:30]([CH2:31][N:32]5[CH2:37][CH2:36][NH:35][CH2:34][CH2:33]5)=[C:29]([OH:45])[CH:28]=[CH:27][C:24]=4[C:25]\3=[O:26])=[CH:12]2)(=[O:9])=[O:10])=[CH:6][CH:7]=1. Given the reactants [Cl:1][C:2]1[CH:7]=[CH:6][C:5]([S:8]([N:11]2[C:19]3[C:14](=[CH:15][CH:16]=[CH:17][CH:18]=3)[C:13](/[CH:20]=[C:21]3\[O:22][C:23]4[C:30]([CH2:31][N:32]5[CH2:37][CH2:36][N:35](C(OC(C)(C)C)=O)[CH2:34][CH2:33]5)=[C:29]([OH:45])[CH:28]=[CH:27][C:24]=4[C:25]\3=[O:26])=[CH:12]2)(=[O:10])=[O:9])=[CH:4][CH:3]=1.FC(F)(F)C(O)=O, predict the reaction product.